Dataset: Catalyst prediction with 721,799 reactions and 888 catalyst types from USPTO. Task: Predict which catalyst facilitates the given reaction. Reactant: Br[C:2]1[C:6]2[N:7]=[C:8]([Cl:11])[N:9]=[CH:10][C:5]=2[N:4]([C:12]([C:25]2[CH:30]=[CH:29][CH:28]=[CH:27][CH:26]=2)([C:19]2[CH:24]=[CH:23][CH:22]=[CH:21][CH:20]=2)[C:13]2[CH:18]=[CH:17][CH:16]=[CH:15][CH:14]=2)[CH:3]=1.[Li]CCCC.CCCCCC.[Si:42]([O:49][CH:50]1[CH2:55][CH2:54][C:53](=[O:56])[CH2:52][CH2:51]1)([C:45]([CH3:48])([CH3:47])[CH3:46])([CH3:44])[CH3:43]. Product: [Si:42]([O:49][CH:50]1[CH2:55][CH2:54][C:53]([C:2]2[C:6]3[N:7]=[C:8]([Cl:11])[N:9]=[CH:10][C:5]=3[N:4]([C:12]([C:19]3[CH:24]=[CH:23][CH:22]=[CH:21][CH:20]=3)([C:13]3[CH:18]=[CH:17][CH:16]=[CH:15][CH:14]=3)[C:25]3[CH:30]=[CH:29][CH:28]=[CH:27][CH:26]=3)[CH:3]=2)([OH:56])[CH2:52][CH2:51]1)([C:45]([CH3:48])([CH3:47])[CH3:46])([CH3:44])[CH3:43]. The catalyst class is: 1.